Predict the reaction yield, written as a fraction of the theoretical maximum amount of product (1.0 means a 100% yield; for example, 0.34 means a 34% yield). From a dataset of Reaction yield outcomes from USPTO patents with 853,638 reactions. (1) The yield is 0.600. The reactants are Cl[CH2:2][C:3]1[N:4]=[C:5]([NH2:8])[S:6][CH:7]=1.[CH3:9][O:10][C:11](=[O:15])[CH2:12][CH2:13][SH:14]. No catalyst specified. The product is [CH3:9][O:10][C:11](=[O:15])[CH2:12][CH2:13][S:14][CH2:2][C:3]1[N:4]=[C:5]([NH2:8])[S:6][CH:7]=1. (2) The reactants are [F:1][C:2]1[CH:7]=[C:6]([C:8]2[C:9]3[C:10]4[CH:23]=[CH:22][S:21][C:11]=4[C:12](=[O:20])[NH:13][C:14]=3[CH:15]=[CH:16][C:17]=2[O:18][CH3:19])[CH:5]=[CH:4][C:3]=1[CH:24]([CH3:34])[CH2:25][NH:26][C:27](=[O:33])[O:28][C:29]([CH3:32])([CH3:31])[CH3:30].C1C(=O)N([Br:42])C(=O)C1. The product is [Br:42][C:15]1[C:14]2[NH:13][C:12](=[O:20])[C:11]3[S:21][CH:22]=[CH:23][C:10]=3[C:9]=2[C:8]([C:6]2[CH:5]=[CH:4][C:3]([CH:24]([CH3:34])[CH2:25][NH:26][C:27](=[O:33])[O:28][C:29]([CH3:30])([CH3:32])[CH3:31])=[C:2]([F:1])[CH:7]=2)=[C:17]([O:18][CH3:19])[CH:16]=1. The yield is 0.480. No catalyst specified.